The task is: Regression. Given two drug SMILES strings and cell line genomic features, predict the synergy score measuring deviation from expected non-interaction effect.. This data is from NCI-60 drug combinations with 297,098 pairs across 59 cell lines. (1) Drug 2: CC1=C(C=C(C=C1)NC2=NC=CC(=N2)N(C)C3=CC4=NN(C(=C4C=C3)C)C)S(=O)(=O)N.Cl. Cell line: A549. Drug 1: C1CCC(C1)C(CC#N)N2C=C(C=N2)C3=C4C=CNC4=NC=N3. Synergy scores: CSS=15.5, Synergy_ZIP=-1.64, Synergy_Bliss=3.21, Synergy_Loewe=-2.04, Synergy_HSA=1.98. (2) Drug 2: C1=CN(C=N1)CC(O)(P(=O)(O)O)P(=O)(O)O. Drug 1: C1=CC(=CC=C1CCCC(=O)O)N(CCCl)CCCl. Synergy scores: CSS=1.64, Synergy_ZIP=-8.23, Synergy_Bliss=-12.6, Synergy_Loewe=-14.0, Synergy_HSA=-11.7. Cell line: U251. (3) Drug 1: CCN(CC)CCCC(C)NC1=C2C=C(C=CC2=NC3=C1C=CC(=C3)Cl)OC. Drug 2: C1CNP(=O)(OC1)N(CCCl)CCCl. Cell line: HT29. Synergy scores: CSS=18.0, Synergy_ZIP=1.13, Synergy_Bliss=-0.723, Synergy_Loewe=-29.6, Synergy_HSA=-3.69. (4) Drug 1: C1=NC2=C(N1)C(=S)N=CN2. Drug 2: C(CC(=O)O)C(=O)CN.Cl. Cell line: HCC-2998. Synergy scores: CSS=49.4, Synergy_ZIP=-7.29, Synergy_Bliss=-3.96, Synergy_Loewe=1.83, Synergy_HSA=2.62. (5) Drug 1: C1=CC(=CC=C1CC(C(=O)O)N)N(CCCl)CCCl.Cl. Drug 2: CCCS(=O)(=O)NC1=C(C(=C(C=C1)F)C(=O)C2=CNC3=C2C=C(C=N3)C4=CC=C(C=C4)Cl)F. Cell line: PC-3. Synergy scores: CSS=11.3, Synergy_ZIP=0.275, Synergy_Bliss=5.10, Synergy_Loewe=-2.68, Synergy_HSA=2.86. (6) Drug 1: CN1C(=O)N2C=NC(=C2N=N1)C(=O)N. Drug 2: C1CNP(=O)(OC1)N(CCCl)CCCl. Cell line: T-47D. Synergy scores: CSS=-4.07, Synergy_ZIP=3.13, Synergy_Bliss=2.65, Synergy_Loewe=-3.25, Synergy_HSA=-3.50.